This data is from Full USPTO retrosynthesis dataset with 1.9M reactions from patents (1976-2016). The task is: Predict the reactants needed to synthesize the given product. (1) Given the product [C:1]([O:6][Si:35]([O:42][CH3:43])([O:39][CH3:40])[O:36][CH3:37])(=[O:5])[C:2]([CH3:4])=[CH2:3], predict the reactants needed to synthesize it. The reactants are: [C:1]([O:6]CCC[Si](O[Si](C)(C)C)(O[Si](C)(C)C)O[Si](C)(C)C)(=[O:5])[C:2]([CH3:4])=[CH2:3].C(OCCC[Si:35]([O:42][CH2:43]C)([O:39][CH2:40]C)[O:36][CH2:37]C)(=O)C(C)=C.C(OCCC[Si](C)(OC)OC)(=O)C(C)=C.C(OCCC[Si](C)(OCC)OCC)(=O)C(C)=C. (2) Given the product [C:19]([O:18][C:16]([N:10]1[CH:9]([CH2:7][OH:6])[CH2:13][O:12][C:11]1([CH3:15])[CH3:14])=[O:17])([CH3:22])([CH3:21])[CH3:20], predict the reactants needed to synthesize it. The reactants are: [BH4-].[Na+].[Li+].[Cl-].C[O:6][C:7]([CH:9]1[CH2:13][O:12][C:11]([CH3:15])([CH3:14])[N:10]1[C:16]([O:18][C:19]([CH3:22])([CH3:21])[CH3:20])=[O:17])=O.